From a dataset of Full USPTO retrosynthesis dataset with 1.9M reactions from patents (1976-2016). Predict the reactants needed to synthesize the given product. (1) Given the product [N:17]1([C:14]2[CH:15]=[C:16]3[C:11]([CH:10]=[N:9][NH:8]3)=[CH:12][CH:13]=2)[CH2:22][CH2:21][NH:20][CH2:19][CH2:18]1, predict the reactants needed to synthesize it. The reactants are: COC1C=CC(C[N:8]2[C:16]3[C:11](=[CH:12][CH:13]=[C:14]([N:17]4[CH2:22][CH2:21][NH:20][CH2:19][CH2:18]4)[CH:15]=3)[CH:10]=[N:9]2)=CC=1.O.C(Cl)Cl.CO. (2) Given the product [NH2:66][C:64](=[O:65])[C@@H:63]([NH:62][C:19]([C@:15]1([CH2:22][C:23]2[CH:28]=[C:27]([Br:29])[CH:26]=[C:25]([Br:30])[CH:24]=2)[CH2:16][CH2:17][CH2:18][N:14]1[C:12]([C@@H:8]1[CH2:9][CH2:10][CH2:11][N:7]1[C:5]([O:4][CH2:1][CH:2]=[CH2:3])=[O:6])=[O:13])=[O:20])[C@H:67]([OH:69])[CH3:68], predict the reactants needed to synthesize it. The reactants are: [CH2:1]([O:4][C:5]([N:7]1[CH2:11][CH2:10][CH2:9][C@H:8]1[C:12]([N:14]1[CH2:18][CH2:17][CH2:16][C@@:15]1([CH2:22][C:23]1[CH:28]=[C:27]([Br:29])[CH:26]=[C:25]([Br:30])[CH:24]=1)[C:19](O)=[O:20])=[O:13])=[O:6])[CH:2]=[CH2:3].C1C=CC2N(O)N=NC=2C=1.CCN=C=NCCCN(C)C.Cl.CCN(C(C)C)C(C)C.[NH2:62][C@@H:63]([C@H:67]([OH:69])[CH3:68])[C:64]([NH2:66])=[O:65]. (3) Given the product [C:1]([Si:5]([CH3:21])([CH3:20])[O:6][CH2:7][CH2:8][N:9]1[C:17]2[C:12](=[CH:13][C:14]([CH3:19])=[C:15]([NH:18][C:36]([C:30]3[C@H:29]([C:26]4[CH:27]=[CH:28][C:23]([F:22])=[CH:24][CH:25]=4)[CH2:34][C:33](=[O:35])[NH:32][CH:31]=3)=[O:37])[CH:16]=2)[CH:11]=[CH:10]1)([CH3:4])([CH3:3])[CH3:2], predict the reactants needed to synthesize it. The reactants are: [C:1]([Si:5]([CH3:21])([CH3:20])[O:6][CH2:7][CH2:8][N:9]1[C:17]2[C:12](=[CH:13][C:14]([CH3:19])=[C:15]([NH2:18])[CH:16]=2)[CH:11]=[CH:10]1)([CH3:4])([CH3:3])[CH3:2].[F:22][C:23]1[CH:28]=[CH:27][C:26]([C@@H:29]2[CH2:34][C:33](=[O:35])[NH:32][CH:31]=[C:30]2[C:36](Cl)=[O:37])=[CH:25][CH:24]=1. (4) Given the product [CH3:21][C:20]1([CH3:22])[N:16]([CH2:15][CH2:14][NH:13][C:9]2[N:8]=[C:7]([C:5]3[S:6][C:2]([S:31][C:25]4[CH:30]=[CH:29][CH:28]=[CH:27][CH:26]=4)=[CH:3][CH:4]=3)[CH:12]=[CH:11][N:10]=2)[C:17](=[O:24])[NH:18][C:19]1=[O:23], predict the reactants needed to synthesize it. The reactants are: I[C:2]1[S:6][C:5]([C:7]2[CH:12]=[CH:11][N:10]=[C:9]([NH:13][CH2:14][CH2:15][N:16]3[C:20]([CH3:22])([CH3:21])[C:19](=[O:23])[NH:18][C:17]3=[O:24])[N:8]=2)=[CH:4][CH:3]=1.[C:25]1([SH:31])[CH:30]=[CH:29][CH:28]=[CH:27][CH:26]=1. (5) Given the product [Br:39][CH2:17][C:5]1[C:6]([C:9]2[C:14]([Cl:15])=[CH:13][CH:12]=[CH:11][C:10]=2[Cl:16])=[N:7][O:8][C:4]=1[CH:1]1[CH2:3][CH2:2]1, predict the reactants needed to synthesize it. The reactants are: [CH:1]1([C:4]2[O:8][N:7]=[C:6]([C:9]3[C:14]([Cl:15])=[CH:13][CH:12]=[CH:11][C:10]=3[Cl:16])[C:5]=2[CH2:17]O)[CH2:3][CH2:2]1.C1(P(C2C=CC=CC=2)C2C=CC=CC=2)C=CC=CC=1.C(Br)(Br)(Br)[Br:39].